This data is from Full USPTO retrosynthesis dataset with 1.9M reactions from patents (1976-2016). The task is: Predict the reactants needed to synthesize the given product. (1) The reactants are: [C:1](=[O:38])([O:3][C:4]([CH3:37])([CH3:36])[CH2:5][C@@H:6]([CH2:17][C:18]([N:21]1[CH2:25][CH2:24][C@H:23]2[CH2:26][N:27]([C:29]([C:31]3([C:34]#[N:35])[CH2:33][CH2:32]3)=[O:30])[CH2:28][C@@H:22]12)=[C:19]=[O:20])[CH2:7][C:8]1[CH:13]=[C:12]([F:14])[C:11]([F:15])=[CH:10][C:9]=1[F:16])[NH2:2].OO.C(=O)([O-])[O-:42].[K+].[K+].O. Given the product [C:1](=[O:38])([O:3][C:4]([CH3:36])([CH3:37])[CH2:5][C@@H:6]([CH2:17][C:18]([N:21]1[CH2:25][CH2:24][C@H:23]2[CH2:26][N:27]([C:29]([C:31]3([C:34]([NH2:35])=[O:42])[CH2:32][CH2:33]3)=[O:30])[CH2:28][C@@H:22]12)=[C:19]=[O:20])[CH2:7][C:8]1[CH:13]=[C:12]([F:14])[C:11]([F:15])=[CH:10][C:9]=1[F:16])[NH2:2], predict the reactants needed to synthesize it. (2) Given the product [F:1][C:2]1[CH:3]=[C:4]([C:15]([N:17]([CH3:47])[C:18]2[CH:19]=[CH:20][C:21]([C:24]3[N:28]=[CH:27][N:26]([C:29]4[CH:34]=[CH:33][C:32]([O:35][C:36]([F:42])([F:41])[C:37]([F:39])([F:38])[F:40])=[CH:31][CH:30]=4)[N:25]=3)=[CH:22][CH:23]=2)=[O:16])[CH:5]=[C:6]([C:8]2[CH:13]=[CH:12][CH:11]=[CH:10][C:9]=2[CH3:14])[CH:7]=1, predict the reactants needed to synthesize it. The reactants are: [F:1][C:2]1[CH:3]=[C:4]([C:15]([NH:17][C:18]2[CH:23]=[CH:22][C:21]([C:24]3[N:28]=[CH:27][N:26]([C:29]4[CH:34]=[CH:33][C:32]([O:35][C:36]([F:42])([F:41])[C:37]([F:40])([F:39])[F:38])=[CH:31][CH:30]=4)[N:25]=3)=[CH:20][CH:19]=2)=[O:16])[CH:5]=[C:6]([C:8]2[CH:13]=[CH:12][CH:11]=[CH:10][C:9]=2[CH3:14])[CH:7]=1.[H-].[Na+].CI.[C:47](=O)(O)[O-].[Na+].